Dataset: NCI-60 drug combinations with 297,098 pairs across 59 cell lines. Task: Regression. Given two drug SMILES strings and cell line genomic features, predict the synergy score measuring deviation from expected non-interaction effect. (1) Drug 1: C1=NC2=C(N1)C(=S)N=C(N2)N. Drug 2: CCC1(CC2CC(C3=C(CCN(C2)C1)C4=CC=CC=C4N3)(C5=C(C=C6C(=C5)C78CCN9C7C(C=CC9)(C(C(C8N6C=O)(C(=O)OC)O)OC(=O)C)CC)OC)C(=O)OC)O.OS(=O)(=O)O. Cell line: HOP-92. Synergy scores: CSS=27.1, Synergy_ZIP=-6.42, Synergy_Bliss=0.298, Synergy_Loewe=-28.4, Synergy_HSA=3.50. (2) Drug 1: CC12CCC3C(C1CCC2O)C(CC4=C3C=CC(=C4)O)CCCCCCCCCS(=O)CCCC(C(F)(F)F)(F)F. Drug 2: C1=NC2=C(N1)C(=S)N=CN2. Cell line: SK-MEL-28. Synergy scores: CSS=13.6, Synergy_ZIP=3.93, Synergy_Bliss=7.82, Synergy_Loewe=-17.5, Synergy_HSA=3.71. (3) Drug 1: CN1CCC(CC1)COC2=C(C=C3C(=C2)N=CN=C3NC4=C(C=C(C=C4)Br)F)OC. Drug 2: CC1=C(C(=CC=C1)Cl)NC(=O)C2=CN=C(S2)NC3=CC(=NC(=N3)C)N4CCN(CC4)CCO. Cell line: OVCAR3. Synergy scores: CSS=16.8, Synergy_ZIP=-2.06, Synergy_Bliss=2.91, Synergy_Loewe=1.71, Synergy_HSA=5.41. (4) Drug 1: C1=C(C(=O)NC(=O)N1)N(CCCl)CCCl. Drug 2: C(=O)(N)NO. Cell line: EKVX. Synergy scores: CSS=1.31, Synergy_ZIP=-2.55, Synergy_Bliss=-4.02, Synergy_Loewe=-21.2, Synergy_HSA=-6.69. (5) Drug 1: C1=CC(=CC=C1CCC2=CNC3=C2C(=O)NC(=N3)N)C(=O)NC(CCC(=O)O)C(=O)O. Drug 2: CC1CCC2CC(C(=CC=CC=CC(CC(C(=O)C(C(C(=CC(C(=O)CC(OC(=O)C3CCCCN3C(=O)C(=O)C1(O2)O)C(C)CC4CCC(C(C4)OC)OCCO)C)C)O)OC)C)C)C)OC. Cell line: NCI-H522. Synergy scores: CSS=19.8, Synergy_ZIP=-7.78, Synergy_Bliss=-10.5, Synergy_Loewe=-17.5, Synergy_HSA=-8.58. (6) Drug 1: C1=CC(=CC=C1CCCC(=O)O)N(CCCl)CCCl. Drug 2: CC1C(C(=O)NC(C(=O)N2CCCC2C(=O)N(CC(=O)N(C(C(=O)O1)C(C)C)C)C)C(C)C)NC(=O)C3=C4C(=C(C=C3)C)OC5=C(C(=O)C(=C(C5=N4)C(=O)NC6C(OC(=O)C(N(C(=O)CN(C(=O)C7CCCN7C(=O)C(NC6=O)C(C)C)C)C)C(C)C)C)N)C. Cell line: MDA-MB-231. Synergy scores: CSS=17.5, Synergy_ZIP=-1.13, Synergy_Bliss=-1.14, Synergy_Loewe=-0.195, Synergy_HSA=-0.190. (7) Drug 1: CC1=C(C=C(C=C1)C(=O)NC2=CC(=CC(=C2)C(F)(F)F)N3C=C(N=C3)C)NC4=NC=CC(=N4)C5=CN=CC=C5. Drug 2: CC(C)CN1C=NC2=C1C3=CC=CC=C3N=C2N. Cell line: RXF 393. Synergy scores: CSS=-7.12, Synergy_ZIP=2.69, Synergy_Bliss=-0.652, Synergy_Loewe=-4.34, Synergy_HSA=-3.52. (8) Drug 1: C1=CC(=C2C(=C1NCCNCCO)C(=O)C3=C(C=CC(=C3C2=O)O)O)NCCNCCO. Cell line: SK-OV-3. Synergy scores: CSS=52.3, Synergy_ZIP=-5.67, Synergy_Bliss=-5.42, Synergy_Loewe=-19.6, Synergy_HSA=-3.70. Drug 2: C(CC(=O)O)C(=O)CN.Cl.